From a dataset of Full USPTO retrosynthesis dataset with 1.9M reactions from patents (1976-2016). Predict the reactants needed to synthesize the given product. (1) The reactants are: [CH3:1][C:2]([CH3:8])([CH3:7])[CH2:3][C:4](Cl)=[O:5].[Br:9][C:10]1[CH:15]=[CH:14][C:13]([NH2:16])=[C:12]([Cl:17])[CH:11]=1.O. Given the product [Br:9][C:10]1[CH:15]=[CH:14][C:13]([NH:16][C:4](=[O:5])[CH2:3][C:2]([CH3:8])([CH3:7])[CH3:1])=[C:12]([Cl:17])[CH:11]=1, predict the reactants needed to synthesize it. (2) Given the product [C:24]1([CH2:30][C:31]([NH:1][CH:2]([CH2:7][C:8]2[CH:13]=[C:12]([F:14])[C:11]([F:15])=[CH:10][C:9]=2[F:16])[CH2:3][C:4]([OH:6])=[O:5])=[O:32])[CH:29]=[CH:28][CH:27]=[CH:26][CH:25]=1, predict the reactants needed to synthesize it. The reactants are: [NH2:1][CH:2]([CH2:7][C:8]1[CH:13]=[C:12]([F:14])[C:11]([F:15])=[CH:10][C:9]=1[F:16])[CH2:3][C:4]([OH:6])=[O:5].C(N(CC)CC)C.[C:24]1([CH2:30][C:31](Cl)=[O:32])[CH:29]=[CH:28][CH:27]=[CH:26][CH:25]=1. (3) Given the product [F:20][C:17]([F:18])([F:19])[C:14]1[CH:15]=[CH:16][C:9]([O:8][CH2:7][C:6]2[CH:5]=[CH:4][C:3]([O:2][CH3:1])=[CH:22][CH:21]=2)=[C:10]([C:11](=[O:12])[CH2:31][CH2:30][C:32](=[O:33])[CH3:34])[CH:13]=1, predict the reactants needed to synthesize it. The reactants are: [CH3:1][O:2][C:3]1[CH:22]=[CH:21][C:6]([CH2:7][O:8][C:9]2[CH:16]=[CH:15][C:14]([C:17]([F:20])([F:19])[F:18])=[CH:13][C:10]=2[CH:11]=[O:12])=[CH:5][CH:4]=1.C(N(CC)CC)C.[CH:30]([C:32]([CH3:34])=[O:33])=[CH2:31].[Br-].C([N+]1C(CC)=C(CCO)SC=1)C. (4) Given the product [CH2:17]([O:19][C:20](=[O:31])[CH2:21][CH2:22][C:23]1[CH:24]=[CH:25][C:26]([CH2:29][N:12]2[CH:13]=[CH:14][CH:15]=[C:10]([C:7]3[CH:8]=[CH:9][C:4]([N+:1]([O-:3])=[O:2])=[CH:5][CH:6]=3)[C:11]2=[O:16])=[CH:27][CH:28]=1)[CH3:18], predict the reactants needed to synthesize it. The reactants are: [N+:1]([C:4]1[CH:9]=[CH:8][C:7]([C:10]2[C:11](=[O:16])[NH:12][CH:13]=[CH:14][CH:15]=2)=[CH:6][CH:5]=1)([O-:3])=[O:2].[CH2:17]([O:19][C:20](=[O:31])[CH2:21][CH2:22][C:23]1[CH:28]=[CH:27][C:26]([CH2:29]Cl)=[CH:25][CH:24]=1)[CH3:18].C(=O)([O-])[O-].[Cs+].[Cs+]. (5) Given the product [OH:12][C:13]1([C:3]2[N:2]([CH3:1])[CH:6]=[CH:5][N:4]=2)[CH2:14][CH2:15][N:16]([C:19]([O:21][C:22]([CH3:25])([CH3:24])[CH3:23])=[O:20])[CH2:17][CH2:18]1, predict the reactants needed to synthesize it. The reactants are: [CH3:1][N:2]1[CH:6]=[CH:5][N:4]=[CH:3]1.C([Li])CCC.[O:12]=[C:13]1[CH2:18][CH2:17][N:16]([C:19]([O:21][C:22]([CH3:25])([CH3:24])[CH3:23])=[O:20])[CH2:15][CH2:14]1.